Regression. Given two drug SMILES strings and cell line genomic features, predict the synergy score measuring deviation from expected non-interaction effect. From a dataset of NCI-60 drug combinations with 297,098 pairs across 59 cell lines. (1) Synergy scores: CSS=34.9, Synergy_ZIP=-3.26, Synergy_Bliss=7.84, Synergy_Loewe=9.53, Synergy_HSA=10.1. Drug 1: CC1OCC2C(O1)C(C(C(O2)OC3C4COC(=O)C4C(C5=CC6=C(C=C35)OCO6)C7=CC(=C(C(=C7)OC)O)OC)O)O. Cell line: SNB-75. Drug 2: C1CCC(CC1)NC(=O)N(CCCl)N=O. (2) Drug 1: CC1C(C(CC(O1)OC2CC(CC3=C2C(=C4C(=C3O)C(=O)C5=C(C4=O)C(=CC=C5)OC)O)(C(=O)C)O)N)O.Cl. Drug 2: C1=NC2=C(N1)C(=S)N=CN2. Cell line: SNB-19. Synergy scores: CSS=10.9, Synergy_ZIP=-7.11, Synergy_Bliss=-5.80, Synergy_Loewe=-11.3, Synergy_HSA=-4.14. (3) Drug 1: CC1=C2C(C(=O)C3(C(CC4C(C3C(C(C2(C)C)(CC1OC(=O)C(C(C5=CC=CC=C5)NC(=O)OC(C)(C)C)O)O)OC(=O)C6=CC=CC=C6)(CO4)OC(=O)C)OC)C)OC. Drug 2: C1=CN(C=N1)CC(O)(P(=O)(O)O)P(=O)(O)O. Cell line: HCC-2998. Synergy scores: CSS=18.6, Synergy_ZIP=-9.60, Synergy_Bliss=-19.5, Synergy_Loewe=-55.1, Synergy_HSA=-18.4. (4) Drug 1: CCC1=CC2CC(C3=C(CN(C2)C1)C4=CC=CC=C4N3)(C5=C(C=C6C(=C5)C78CCN9C7C(C=CC9)(C(C(C8N6C)(C(=O)OC)O)OC(=O)C)CC)OC)C(=O)OC. Drug 2: CC1(CCCN1)C2=NC3=C(C=CC=C3N2)C(=O)N. Cell line: NCIH23. Synergy scores: CSS=0.720, Synergy_ZIP=-20.3, Synergy_Bliss=-41.4, Synergy_Loewe=-70.4, Synergy_HSA=-40.7. (5) Drug 1: CC1OCC2C(O1)C(C(C(O2)OC3C4COC(=O)C4C(C5=CC6=C(C=C35)OCO6)C7=CC(=C(C(=C7)OC)O)OC)O)O. Drug 2: CC1=C(N=C(N=C1N)C(CC(=O)N)NCC(C(=O)N)N)C(=O)NC(C(C2=CN=CN2)OC3C(C(C(C(O3)CO)O)O)OC4C(C(C(C(O4)CO)O)OC(=O)N)O)C(=O)NC(C)C(C(C)C(=O)NC(C(C)O)C(=O)NCCC5=NC(=CS5)C6=NC(=CS6)C(=O)NCCC[S+](C)C)O. Cell line: M14. Synergy scores: CSS=28.8, Synergy_ZIP=-10.0, Synergy_Bliss=-0.513, Synergy_Loewe=-1.17, Synergy_HSA=0.499. (6) Drug 1: CC(C)(C#N)C1=CC(=CC(=C1)CN2C=NC=N2)C(C)(C)C#N. Drug 2: B(C(CC(C)C)NC(=O)C(CC1=CC=CC=C1)NC(=O)C2=NC=CN=C2)(O)O. Cell line: MOLT-4. Synergy scores: CSS=56.3, Synergy_ZIP=-3.04, Synergy_Bliss=-4.73, Synergy_Loewe=-2.48, Synergy_HSA=-2.28.